Dataset: Forward reaction prediction with 1.9M reactions from USPTO patents (1976-2016). Task: Predict the product of the given reaction. (1) Given the reactants [Cl:1][C:2]1[CH:3]=[C:4]([N:10]2[C:14]([CH3:15])=[C:13]([CH2:16][C:17]3[CH:25]=[CH:24][CH:23]=[CH:22][C:18]=3[C:19]([OH:21])=O)[C:12]([CH3:26])=[N:11]2)[CH:5]=[CH:6][C:7]=1[C:8]#[N:9].[CH3:27][NH:28][CH3:29].C1COCC1, predict the reaction product. The product is: [Cl:1][C:2]1[CH:3]=[C:4]([N:10]2[C:14]([CH3:15])=[C:13]([CH2:16][C:17]3[CH:25]=[CH:24][CH:23]=[CH:22][C:18]=3[C:19]([N:28]([CH3:29])[CH3:27])=[O:21])[C:12]([CH3:26])=[N:11]2)[CH:5]=[CH:6][C:7]=1[C:8]#[N:9]. (2) Given the reactants [NH2:1][C:2]1[N:6]([C:7]2[CH:12]=[CH:11][C:10]([F:13])=[CH:9][C:8]=2[F:14])[N:5]=[CH:4][C:3]=1[C:15]([O:17]CC)=[O:16].[OH-].[Na+].Cl, predict the reaction product. The product is: [NH2:1][C:2]1[N:6]([C:7]2[CH:12]=[CH:11][C:10]([F:13])=[CH:9][C:8]=2[F:14])[N:5]=[CH:4][C:3]=1[C:15]([OH:17])=[O:16]. (3) Given the reactants [CH:1]([C:4]1[CH:10]=[CH:9][C:7]([NH2:8])=[CH:6][CH:5]=1)([CH3:3])[CH3:2].[I-].[K+].[CH2:13](N[CH2:13][CH:14]([CH3:16])[CH3:15])[CH:14]([CH3:16])[CH3:15].ClCCl, predict the reaction product. The product is: [CH3:2][CH:1]([C:4]1[CH:10]=[CH:9][C:7]([NH:8][CH2:13][CH:14]([CH3:16])[CH3:15])=[CH:6][CH:5]=1)[CH3:3]. (4) Given the reactants [CH2:1]([O:8][C:9]1[CH:10]=[C:11]([CH:16]=[CH:17][C:18]=1[O:19][CH3:20])[C:12]([O:14]C)=[O:13])[C:2]1[CH:7]=[CH:6][CH:5]=[CH:4][CH:3]=1.[OH-].[Na+].Cl, predict the reaction product. The product is: [CH2:1]([O:8][C:9]1[CH:10]=[C:11]([CH:16]=[CH:17][C:18]=1[O:19][CH3:20])[C:12]([OH:14])=[O:13])[C:2]1[CH:3]=[CH:4][CH:5]=[CH:6][CH:7]=1.